From a dataset of hERG potassium channel inhibition data for cardiac toxicity prediction from Karim et al.. Regression/Classification. Given a drug SMILES string, predict its toxicity properties. Task type varies by dataset: regression for continuous values (e.g., LD50, hERG inhibition percentage) or binary classification for toxic/non-toxic outcomes (e.g., AMES mutagenicity, cardiotoxicity, hepatotoxicity). Dataset: herg_karim. (1) The result is 0 (non-blocker). The compound is CC1(C)[C@H](Nc2c(C(N)=O)cnn3cc(-c4ccc(F)nc4)cc23)CC[C@]1(C)N. (2) The molecule is NC(=O)c1cnc(N[C@H]2CNCC[C@@H]2O)c2cc(-c3ccccc3)sc12. The result is 0 (non-blocker). (3) The compound is N[C@H](C(=O)N1CCCC1)[C@H]1CC[C@H](NC(=O)c2ccc(F)c(F)c2)CC1. The result is 0 (non-blocker). (4) The compound is Cc1ccccc1C1CCN(C[C@@H]2CCc3cccnc3[C@@H](O)C2)CC1O. The result is 0 (non-blocker). (5) The drug is O=C(Nc1ccccc1-c1cn2c(CN3CCNCC3)csc2n1)c1cnc2ccccc2n1. The result is 0 (non-blocker). (6) The molecule is Cc1cc(C)n(-c2cc(NC(=O)CC3CCN(C)CC3)nc(-c3ccc(C)o3)n2)n1. The result is 1 (blocker).